Dataset: Forward reaction prediction with 1.9M reactions from USPTO patents (1976-2016). Task: Predict the product of the given reaction. (1) Given the reactants [CH2:1]([O:8][C:9]1[C:18]2[C:13](=[CH:14][CH:15]=[CH:16][CH:17]=2)[N:12]=[C:11]([CH2:19][NH:20][CH2:21][CH2:22][CH2:23][CH2:24][CH2:25][CH2:26][CH3:27])[C:10]=1[CH3:28])[C:2]1[CH:7]=[CH:6][CH:5]=[CH:4][CH:3]=1.[C:29](OC(=O)C)(=[O:31])[CH3:30], predict the reaction product. The product is: [CH2:1]([O:8][C:9]1[C:18]2[C:13](=[CH:14][CH:15]=[CH:16][CH:17]=2)[N:12]=[C:11]([CH2:19][N:20]([CH2:21][CH2:22][CH2:23][CH2:24][CH2:25][CH2:26][CH3:27])[C:29](=[O:31])[CH3:30])[C:10]=1[CH3:28])[C:2]1[CH:3]=[CH:4][CH:5]=[CH:6][CH:7]=1. (2) Given the reactants [C:1]([C:4]1[CH:35]=[C:34]([CH3:36])[C:7]([O:8][C:9]2[C:10]3[N:26](CC4C=CC=CC=4)[CH:25]=[CH:24][C:11]=3[N:12]=[C:13]([NH:15][C:16]3[CH:23]=[CH:22][C:19]([C:20]#[N:21])=[CH:18][CH:17]=3)[N:14]=2)=[C:6]([CH3:37])[CH:5]=1)(=[O:3])[CH3:2].[Al+3].[Cl-].[Cl-].[Cl-].C(Cl)(Cl)Cl, predict the reaction product. The product is: [C:1]([C:4]1[CH:5]=[C:6]([CH3:37])[C:7]([O:8][C:9]2[C:10]3[NH:26][CH:25]=[CH:24][C:11]=3[N:12]=[C:13]([NH:15][C:16]3[CH:17]=[CH:18][C:19]([C:20]#[N:21])=[CH:22][CH:23]=3)[N:14]=2)=[C:34]([CH3:36])[CH:35]=1)(=[O:3])[CH3:2]. (3) Given the reactants [NH2:1][C:2]1[C:10]2[C:5](=[N:6][CH:7]=[CH:8][C:9]=2OS(C(F)(F)F)(=O)=O)[S:4][C:3]=1[C:19](=[O:21])[NH2:20].[NH2:22][C:23]1[CH:28]=[CH:27][CH:26]=[CH:25][CH:24]=1, predict the reaction product. The product is: [NH2:1][C:2]1[C:10]2[C:5](=[N:6][CH:7]=[CH:8][C:9]=2[NH:22][C:23]2[CH:28]=[CH:27][CH:26]=[CH:25][CH:24]=2)[S:4][C:3]=1[C:19]([NH2:20])=[O:21]. (4) The product is: [NH2:1][C:2]1[CH:3]=[CH:4][C:5]([F:26])=[C:6]([CH:7]=1)[C:8]([C:10]1[CH:11]=[C:12]2[C:17]([N:16]=[CH:15][C:14]([N:20]3[CH2:21][CH2:22][N:23]([C:32]([O:31][C:28]([CH3:30])([CH3:29])[CH3:27])=[O:33])[CH2:24][CH2:25]3)=[N:13]2)=[CH:18][CH:19]=1)=[O:9]. Given the reactants [NH2:1][C:2]1[CH:3]=[CH:4][C:5]([F:26])=[C:6]([C:8]([C:10]2[CH:11]=[C:12]3[C:17](=[CH:18][CH:19]=2)[N:16]=[CH:15][C:14]([N:20]2[CH2:25][CH2:24][NH:23][CH2:22][CH2:21]2)=[N:13]3)=[O:9])[CH:7]=1.[CH3:27][C:28]([O:31][C:32](O[C:32]([O:31][C:28]([CH3:30])([CH3:29])[CH3:27])=[O:33])=[O:33])([CH3:30])[CH3:29], predict the reaction product. (5) Given the reactants [CH3:1][O:2][C:3]1[CH:4]=[C:5]([CH2:9][CH2:10][C:11](O)=O)[CH:6]=[CH:7][CH:8]=1.C1CCC(N=C=NC2CCCCC2)CC1.[N:29]1[C:33]2[CH:34]=[CH:35][C:36]([C:38]([NH:40][NH2:41])=O)=[CH:37][C:32]=2[NH:31][CH:30]=1.COC1C=CC(P2(SP(C3C=CC(OC)=CC=3)(=S)S2)=[S:51])=CC=1, predict the reaction product. The product is: [CH3:1][O:2][C:3]1[CH:4]=[C:5]([CH:6]=[CH:7][CH:8]=1)[CH2:9][CH2:10][C:11]1[S:51][C:38]([C:36]2[CH:35]=[CH:34][C:33]3[NH:29][CH:30]=[N:31][C:32]=3[CH:37]=2)=[N:40][N:41]=1. (6) Given the reactants Cl[C:2]1[N:10]=[C:9]([Cl:11])[CH:8]=[CH:7][C:3]=1C(O)=O.Cl.[F:13][C:14]1[CH:20]=[C:19]([O:21][CH3:22])[C:18]([O:23][CH2:24][C:25]2[C:30]([O:31][CH3:32])=[CH:29][CH:28]=[C:27]([F:33])[C:26]=2[F:34])=[CH:17][C:15]=1[NH2:16].[H-].[Na+].Cl.C[N:39]1CCC[C:40]1=[O:44], predict the reaction product. The product is: [Cl:11][C:9]1[N:10]=[C:2]2[N:16]([C:15]3[CH:17]=[C:18]([O:23][CH2:24][C:25]4[C:30]([O:31][CH3:32])=[CH:29][CH:28]=[C:27]([F:33])[C:26]=4[F:34])[C:19]([O:21][CH3:22])=[CH:20][C:14]=3[F:13])[C:40](=[O:44])[NH:39][C:3]2=[CH:7][CH:8]=1. (7) Given the reactants O.NN.[C:4]([C:6]1[CH:23]=[CH:22][C:9]([CH2:10][N:11]2C(=O)C3=CC=CC=C3C2=O)=[CH:8][CH:7]=1)#[N:5].CO, predict the reaction product. The product is: [C:4]([C:6]1[CH:23]=[CH:22][C:9]([CH2:10][NH2:11])=[CH:8][CH:7]=1)#[N:5].